This data is from Full USPTO retrosynthesis dataset with 1.9M reactions from patents (1976-2016). The task is: Predict the reactants needed to synthesize the given product. (1) The reactants are: [CH3:1][C:2]1[N:3]([CH2:12][C:13]([F:16])([F:15])[F:14])[C:4]2[C:10]([NH2:11])=[CH:9][CH:8]=[CH:7][C:5]=2[N:6]=1.[CH:17]([O:20][C:21]1[CH:26]=[CH:25][C:24]([S:27]([CH3:30])(=[O:29])=[O:28])=[CH:23][C:22]=1[N:31]=[C:32]=[S:33])([CH3:19])[CH3:18].CC1N(C)C2C(NC(=S)NC3C=C(S(N)(=O)=O)C=CC=3OC(C)C)=CC=CC=2N=1. Given the product [CH:17]([O:20][C:21]1[CH:26]=[CH:25][C:24]([S:27]([CH3:30])(=[O:29])=[O:28])=[CH:23][C:22]=1[NH:31][C:32]([NH:11][C:10]1[C:4]2[N:3]([CH2:12][C:13]([F:14])([F:16])[F:15])[C:2]([CH3:1])=[N:6][C:5]=2[CH:7]=[CH:8][CH:9]=1)=[S:33])([CH3:19])[CH3:18], predict the reactants needed to synthesize it. (2) Given the product [CH3:3][N:4]([CH3:9])[CH2:5][CH:6]([CH3:7])[O:8][C:11]1[CH:20]=[CH:19][CH:18]=[C:17]2[C:12]=1[C:13]([NH:21][C:22]1[CH:27]=[CH:26][C:25]([O:28][C:29]3[CH:30]=[CH:31][CH:32]=[CH:33][CH:34]=3)=[C:24]([O:35][CH3:36])[CH:23]=1)=[N:14][CH:15]=[N:16]2, predict the reactants needed to synthesize it. The reactants are: [H-].[Na+].[CH3:3][N:4]([CH3:9])[CH2:5][CH:6]([OH:8])[CH3:7].F[C:11]1[CH:20]=[CH:19][CH:18]=[C:17]2[C:12]=1[C:13]([NH:21][C:22]1[CH:27]=[CH:26][C:25]([O:28][C:29]3[CH:34]=[CH:33][CH:32]=[CH:31][CH:30]=3)=[C:24]([O:35][CH3:36])[CH:23]=1)=[N:14][CH:15]=[N:16]2. (3) Given the product [CH:11]([O:14][C:15]([N:17]1[C:26]2[C:21](=[CH:50][C:23]([C:27]([F:29])([F:30])[F:28])=[CH:24][CH:25]=2)[C@H:20]([N:31]([CH2:32][C:33]2[CH:38]=[C:37]([C:39]([F:42])([F:40])[F:41])[CH:36]=[C:35]([C:43]([F:44])([F:46])[F:45])[CH:34]=2)[C:7]([C:6]2[N:2]([CH3:1])[N:3]=[C:4]([CH3:10])[CH:5]=2)=[O:8])[CH2:19][C@@H:18]1[CH2:47][CH3:48])=[O:16])([CH3:13])[CH3:12], predict the reactants needed to synthesize it. The reactants are: [CH3:1][N:2]1[C:6]([C:7](Cl)=[O:8])=[CH:5][C:4]([CH3:10])=[N:3]1.[CH:11]([O:14][C:15]([N:17]1[C:26]2[C:21](=N[C:23]([C:27]([F:30])([F:29])[F:28])=[CH:24][CH:25]=2)[CH:20]([NH:31][CH2:32][C:33]2[CH:38]=[C:37]([C:39]([F:42])([F:41])[F:40])[CH:36]=[C:35]([C:43]([F:46])([F:45])[F:44])[CH:34]=2)[CH2:19][CH:18]1[CH2:47][CH3:48])=[O:16])([CH3:13])[CH3:12].N1C=CC=C[CH:50]=1.